From a dataset of Full USPTO retrosynthesis dataset with 1.9M reactions from patents (1976-2016). Predict the reactants needed to synthesize the given product. (1) The reactants are: O.[OH-].[Li+].C[O:5][C:6](=[O:37])[CH2:7][C:8]1[C:17]([CH3:18])=[C:16]([C:19]2[CH:24]=[CH:23][C:22]([S:25]([C:28]3[CH:33]=[C:32]([Cl:34])[CH:31]=[CH:30][C:29]=3[Cl:35])(=[O:27])=[O:26])=[CH:21][CH:20]=2)[C:15]2[C:10](=[CH:11][CH:12]=[C:13]([F:36])[CH:14]=2)[CH:9]=1. Given the product [Cl:35][C:29]1[CH:30]=[CH:31][C:32]([Cl:34])=[CH:33][C:28]=1[S:25]([C:22]1[CH:21]=[CH:20][C:19]([C:16]2[C:15]3[C:10](=[CH:11][CH:12]=[C:13]([F:36])[CH:14]=3)[CH:9]=[C:8]([CH2:7][C:6]([OH:37])=[O:5])[C:17]=2[CH3:18])=[CH:24][CH:23]=1)(=[O:26])=[O:27], predict the reactants needed to synthesize it. (2) Given the product [F:32][C:33]([F:38])([F:37])[C:34]([OH:36])=[O:35].[F:1][C:2]1[CH:3]=[CH:4][CH:5]=[C:6]2[C:10]=1[N:9]([C:11]1[N:12]=[N:13][N:14]([CH:16]3[CH2:21][CH2:20][NH:19][CH2:18][CH2:17]3)[CH:15]=1)[N:8]=[C:7]2[CH:29]([CH3:31])[CH3:30], predict the reactants needed to synthesize it. The reactants are: [F:1][C:2]1[CH:3]=[CH:4][CH:5]=[C:6]2[C:10]=1[N:9]([C:11]1[N:12]=[N:13][N:14]([CH:16]3[CH2:21][CH2:20][N:19](C(OC(C)(C)C)=O)[CH2:18][CH2:17]3)[CH:15]=1)[N:8]=[C:7]2[CH:29]([CH3:31])[CH3:30].[F:32][C:33]([F:38])([F:37])[C:34]([OH:36])=[O:35]. (3) Given the product [C:15]([C:11]1[CH:10]=[C:9]([CH2:8][C:7]([N:1]2[CH2:2][CH2:3][O:4][CH2:5][CH2:6]2)=[O:21])[CH:14]=[CH:13][CH:12]=1)#[CH:16], predict the reactants needed to synthesize it. The reactants are: [N:1]1([C:7](=[O:21])[CH2:8][C:9]2[CH:14]=[CH:13][CH:12]=[C:11]([C:15]#[C:16][Si](C)(C)C)[CH:10]=2)[CH2:6][CH2:5][O:4][CH2:3][CH2:2]1. (4) Given the product [OH:1][CH:2]([CH2:24][CH2:25][S:26]([CH3:27])=[O:36])[C:3]([O:5][CH2:6][CH2:7][CH2:8][CH2:9][CH2:10][CH2:11][CH2:12][CH2:13][CH2:14][CH2:15][CH2:16][CH2:17][CH2:18][CH2:19][CH2:20][CH2:21][CH2:22][CH3:23])=[O:4], predict the reactants needed to synthesize it. The reactants are: [OH:1][CH:2]([CH2:24][CH2:25][S:26][CH3:27])[C:3]([O:5][CH2:6][CH2:7][CH2:8][CH2:9][CH2:10][CH2:11][CH2:12][CH2:13][CH2:14][CH2:15][CH2:16][CH2:17][CH2:18][CH2:19][CH2:20][CH2:21][CH2:22][CH3:23])=[O:4].C1C=C(Cl)C=C(C(OO)=[O:36])C=1. (5) The reactants are: [C:1]1([S:7][CH:8]=[CH:9][C:10]([OH:12])=O)[CH:6]=[CH:5][CH:4]=[CH:3][CH:2]=1.[CH3:13][C:14]1[N:18]([CH3:19])[C:17]([C:20]2[CH:21]=[C:22]([CH:24]=[CH:25][CH:26]=2)[NH2:23])=[CH:16][N:15]=1. Given the product [CH3:13][C:14]1[N:18]([CH3:19])[C:17]([C:20]2[CH:21]=[C:22]([NH:23][C:10](=[O:12])[CH:9]=[CH:8][S:7][C:1]3[CH:2]=[CH:3][CH:4]=[CH:5][CH:6]=3)[CH:24]=[CH:25][CH:26]=2)=[CH:16][N:15]=1, predict the reactants needed to synthesize it. (6) Given the product [CH3:1][O:2][CH2:3][C:4]([NH:6][C:7]1[CH:8]=[C:9]2[C:13](=[CH:14][C:15]=1[C:32]#[N:33])[CH:12]([NH:17][C:18]1[CH:30]=[CH:29][C:21]([C:22]([O:24][C:25]([CH3:28])([CH3:27])[CH3:26])=[O:23])=[CH:20][CH:19]=1)[CH2:11][CH2:10]2)=[O:5], predict the reactants needed to synthesize it. The reactants are: [CH3:1][O:2][CH2:3][C:4]([NH:6][C:7]1[CH:8]=[C:9]2[C:13](=[CH:14][C:15]=1Br)[CH:12]([NH:17][C:18]1[CH:30]=[CH:29][C:21]([C:22]([O:24][C:25]([CH3:28])([CH3:27])[CH3:26])=[O:23])=[CH:20][CH:19]=1)[CH2:11][CH2:10]2)=[O:5].[Cu][C:32]#[N:33].N. (7) Given the product [NH:87]1[C:91]([CH2:92][C:93]([NH:1][C@:2]23[CH2:37][CH2:36][C@@H:35]([C:38]([CH3:40])=[CH2:39])[C@@H:3]2[C@@H:4]2[C@@:17]([CH3:20])([CH2:18][CH2:19]3)[C@@:16]3([CH3:21])[C@@H:7]([C@:8]4([CH3:34])[C@@H:13]([CH2:14][CH2:15]3)[C:12]([CH3:23])([CH3:22])[C:11]([C:24]3[CH:25]=[CH:26][C:27]([C:28]([OH:30])=[O:29])=[CH:32][CH:33]=3)=[CH:10][CH2:9]4)[CH2:6][CH2:5]2)=[O:95])=[N:90][N:89]=[N:88]1, predict the reactants needed to synthesize it. The reactants are: [NH2:1][C@:2]12[CH2:37][CH2:36][C@@H:35]([C:38]([CH3:40])=[CH2:39])[C@@H:3]1[C@@H:4]1[C@@:17]([CH3:20])([CH2:18][CH2:19]2)[C@@:16]2([CH3:21])[C@@H:7]([C@:8]3([CH3:34])[C@@H:13]([CH2:14][CH2:15]2)[C:12]([CH3:23])([CH3:22])[C:11]([C:24]2[CH:33]=[CH:32][C:27]([C:28]([O:30]C)=[O:29])=[CH:26][CH:25]=2)=[CH:10][CH2:9]3)[CH2:6][CH2:5]1.CN(C)CCC(N[C@]12CC[C@@H](C(C)=C)[C@@H]1[C@@H]1[C@@](C)(CC2)[C@@]2(C)[C@@H]([C@]3(C)[C@@H](CC2)C(C)(C)C(C2C=CC(C(O)=O)=CC=2)=CC3)CC1)=O.[NH:87]1[C:91]([CH2:92][C:93]([OH:95])=O)=[N:90][N:89]=[N:88]1.